This data is from Catalyst prediction with 721,799 reactions and 888 catalyst types from USPTO. The task is: Predict which catalyst facilitates the given reaction. (1) Product: [N:1]1[C:6]2=[N:7][N:8]3[CH:13]=[CH:12][CH:11]=[CH:10][C:9]3=[C:5]2[C:4]([NH:14][C:16]([NH:15][C:18]2[CH:19]=[CH:20][C:21]([C:24]([F:25])([F:26])[F:27])=[CH:22][CH:23]=2)=[O:17])=[N:3][CH:2]=1. Reactant: [N:1]1[C:6]2=[N:7][N:8]3[CH:13]=[CH:12][CH:11]=[CH:10][C:9]3=[C:5]2[C:4]([NH2:14])=[N:3][CH:2]=1.[N:15]([C:18]1[CH:23]=[CH:22][C:21]([C:24]([F:27])([F:26])[F:25])=[CH:20][CH:19]=1)=[C:16]=[O:17]. The catalyst class is: 10. (2) Reactant: S(O)(O)(=O)=O.[CH2:6]([CH:8]([N:11]1[C:15]([NH2:16])=[C:14]([NH2:17])[C:13]([CH3:18])=[N:12]1)[CH2:9][CH3:10])[CH3:7].[C:19](O)(=[O:23])[C:20]([CH3:22])=O.CCN=C=NCCCN(C)C.Cl. Product: [CH2:6]([CH:8]([N:11]1[C:15]2=[N:16][C:20]([CH3:22])=[C:19]([OH:23])[N:17]=[C:14]2[C:13]([CH3:18])=[N:12]1)[CH2:9][CH3:10])[CH3:7]. The catalyst class is: 59. (3) Reactant: C([N:8]1[CH2:12][CH:11]([C:13]2[CH:18]=[CH:17][CH:16]=[C:15]([O:19][CH3:20])[C:14]=2[N+:21]([O-])=O)[C:10]([C:29](OCC)=[O:30])([C:24]([O:26][CH2:27][CH3:28])=[O:25])[CH2:9]1)C1C=CC=CC=1.[H][H]. Product: [CH3:20][O:19][C:15]1[C:14]2[NH:21][C:29](=[O:30])[C@:10]3([C:24]([O:26][CH2:27][CH3:28])=[O:25])[CH2:9][NH:8][CH2:12][C@@H:11]3[C:13]=2[CH:18]=[CH:17][CH:16]=1. The catalyst class is: 19. (4) Reactant: [F:1][C:2]1[C:7]([F:8])=[CH:6][CH:5]=[CH:4][C:3]=1[OH:9].[N+:10]([O-])([OH:12])=[O:11]. Product: [F:1][C:2]1[C:7]([F:8])=[C:6]([N+:10]([O-:12])=[O:11])[CH:5]=[CH:4][C:3]=1[OH:9]. The catalyst class is: 2.